This data is from Reaction yield outcomes from USPTO patents with 853,638 reactions. The task is: Predict the reaction yield, written as a fraction of the theoretical maximum amount of product (1.0 means a 100% yield; for example, 0.34 means a 34% yield). (1) The reactants are Br[CH2:2][C:3]([O:5][CH2:6][CH3:7])=[O:4].[O:8]=[C:9]1[CH2:14][CH2:13][N:12]([C:15]([O:17][C:18]([CH3:21])([CH3:20])[CH3:19])=[O:16])[CH2:11][CH2:10]1. The catalyst is C1COCC1.[Cl-].[Na+].O.[Zn]. The product is [CH2:6]([O:5][C:3](=[O:4])[CH2:2][C:9]1([OH:8])[CH2:10][CH2:11][N:12]([C:15]([O:17][C:18]([CH3:20])([CH3:19])[CH3:21])=[O:16])[CH2:13][CH2:14]1)[CH3:7]. The yield is 0.480. (2) The reactants are Br[C:2]1[CH:3]=[C:4]([N+:14]([O-:16])=[O:15])[C:5]([NH2:13])=[N:6][C:7]=1[C:8]1[O:9][CH:10]=[CH:11][CH:12]=1.C(=O)([O-])[O-].[Cs+].[Cs+]. The catalyst is O1CCOCC1.O. The product is [O:9]1[CH:10]=[CH:11][CH:12]=[C:8]1[C:7]1[C:2]([C:3]2[CH:2]=[CH:7][N:6]=[CH:5][CH:4]=2)=[CH:3][C:4]([N+:14]([O-:16])=[O:15])=[C:5]([NH2:13])[N:6]=1. The yield is 0.520. (3) The reactants are Cl[C:2]1[CH:3]=[C:4]([N:13]([C:23]2[CH:28]=[CH:27][C:26]([O:29][CH3:30])=[CH:25][N:24]=2)[CH2:14][C:15]2[CH:20]=[CH:19][C:18]([O:21][CH3:22])=[CH:17][CH:16]=2)[C:5]2[N:6]([C:8]([C:11]#[N:12])=[CH:9][N:10]=2)[N:7]=1.[NH2:31][C:32]1[CH:33]=[CH:34][C:35]([CH3:42])=[C:36]([NH:38][C:39](=[O:41])[CH3:40])[CH:37]=1.CC1(C)C2C(=C(P(C3C=CC=CC=3)C3C=CC=CC=3)C=CC=2)OC2C(P(C3C=CC=CC=3)C3C=CC=CC=3)=CC=CC1=2.C([O-])([O-])=O.[Cs+].[Cs+]. The catalyst is CC(N(C)C)=O.C1C=CC(/C=C/C(/C=C/C2C=CC=CC=2)=O)=CC=1.C1C=CC(/C=C/C(/C=C/C2C=CC=CC=2)=O)=CC=1.C1C=CC(/C=C/C(/C=C/C2C=CC=CC=2)=O)=CC=1.[Pd].[Pd].[Cu]I. The product is [C:11]([C:8]1[N:6]2[N:7]=[C:2]([NH:31][C:32]3[CH:33]=[CH:34][C:35]([CH3:42])=[C:36]([NH:38][C:39](=[O:41])[CH3:40])[CH:37]=3)[CH:3]=[C:4]([N:13]([C:23]3[CH:28]=[CH:27][C:26]([O:29][CH3:30])=[CH:25][N:24]=3)[CH2:14][C:15]3[CH:20]=[CH:19][C:18]([O:21][CH3:22])=[CH:17][CH:16]=3)[C:5]2=[N:10][CH:9]=1)#[N:12]. The yield is 0.607. (4) The reactants are FC(F)(F)S(O[C:7]1[C:8]([C:18](=[O:20])[CH3:19])=[CH:9][C:10]([F:17])=[C:11]2[C:16]=1[N:15]=[CH:14][CH:13]=[CH:12]2)(=O)=O.[NH:23]1[CH2:28][CH2:27][NH:26][CH2:25][CH2:24]1.C(=O)([O-])[O-].[Cs+].[Cs+]. The catalyst is O1CCCC1.ClCCl. The product is [F:17][C:10]1[CH:9]=[C:8]([C:18](=[O:20])[CH3:19])[C:7]([N:23]2[CH2:28][CH2:27][NH:26][CH2:25][CH2:24]2)=[C:16]2[C:11]=1[CH:12]=[CH:13][CH:14]=[N:15]2. The yield is 0.100. (5) The reactants are [N+:1]([C:4]1[CH:13]=[C:12]2[C:7]([CH2:8][CH2:9][N:10]([C:14]([O:16][C:17]([CH3:20])([CH3:19])[CH3:18])=[O:15])[CH2:11]2)=[CH:6][CH:5]=1)([O-])=O. The catalyst is CO.[OH-].[OH-].[Pd+2]. The product is [NH2:1][C:4]1[CH:13]=[C:12]2[C:7]([CH2:8][CH2:9][N:10]([C:14]([O:16][C:17]([CH3:20])([CH3:19])[CH3:18])=[O:15])[CH2:11]2)=[CH:6][CH:5]=1. The yield is 0.690. (6) The reactants are S(Cl)(Cl)=O.[I:5][C:6]1[CH:7]=[C:8]([CH:12]=[C:13]([I:15])[CH:14]=1)[C:9]([NH2:11])=O. No catalyst specified. The product is [I:5][C:6]1[CH:7]=[C:8]([CH:12]=[C:13]([I:15])[CH:14]=1)[C:9]#[N:11]. The yield is 0.600.